This data is from Full USPTO retrosynthesis dataset with 1.9M reactions from patents (1976-2016). The task is: Predict the reactants needed to synthesize the given product. (1) The reactants are: [F:1][C:2]1[CH:3]=[C:4]2[C:8](=[CH:9][C:10]=1[C:11]1[CH:16]=[CH:15][N:14]=[C:13]([C@H:17]3[CH2:21][CH2:20][C@@:19]4([CH2:25][CH2:24][N:23]([CH3:26])[C:22]4=[O:27])[NH:18]3)[CH:12]=1)[NH:7][N:6]=[CH:5]2.N(C(OC(C)(C)C)=O)=NC(O[C:33](C)(C)[CH3:34])=O.C(O)C.C1(P(C2C=CC=CC=2)C2C=CC=CC=2)C=CC=CC=1. Given the product [CH2:33]([N:7]1[C:8]2[C:4](=[CH:3][C:2]([F:1])=[C:10]([C:11]3[CH:16]=[CH:15][N:14]=[C:13]([C@H:17]4[CH2:21][CH2:20][C@@:19]5([CH2:25][CH2:24][N:23]([CH3:26])[C:22]5=[O:27])[NH:18]4)[CH:12]=3)[CH:9]=2)[CH:5]=[N:6]1)[CH3:34], predict the reactants needed to synthesize it. (2) Given the product [C:12]([O:16][C:17]([N:19]1[CH2:26][CH2:25][CH2:24][C@H:20]1[C:21](=[O:22])[NH:1][C:2]1[CH:3]=[CH:4][CH:5]=[C:6]2[C:11]=1[N:10]=[CH:9][CH:8]=[CH:7]2)=[O:18])([CH3:15])([CH3:14])[CH3:13], predict the reactants needed to synthesize it. The reactants are: [NH2:1][C:2]1[CH:3]=[CH:4][CH:5]=[C:6]2[C:11]=1[N:10]=[CH:9][CH:8]=[CH:7]2.[C:12]([O:16][C:17]([N:19]1[CH2:26][CH2:25][CH2:24][C@H:20]1[C:21](O)=[O:22])=[O:18])([CH3:15])([CH3:14])[CH3:13].Cl.CN(C)CCCN=C=NCC. (3) Given the product [OH:6][CH2:5][C:4]1[C:3]([CH2:12][C:13]([CH3:15])=[CH2:14])=[C:2]([OH:1])[CH:11]=[CH:10][CH:9]=1, predict the reactants needed to synthesize it. The reactants are: [OH:1][C:2]1[C:3]([CH2:12][C:13]([CH3:15])=[CH2:14])=[C:4]([CH:9]=[CH:10][CH:11]=1)[C:5](OC)=[O:6].[H-].[H-].[H-].[H-].[Li+].[Al+3]. (4) Given the product [OH2:9].[OH2:9].[CH3:11][O:10][C:8](=[O:9])[C:7]1[CH:6]=[CH:5][C:4]([CH2:3][NH:2][C:20]([NH2:21])=[NH:15])=[CH:13][CH:12]=1, predict the reactants needed to synthesize it. The reactants are: Cl.[NH2:2][CH2:3][C:4]1[CH:13]=[CH:12][C:7]([C:8]([O:10][CH3:11])=[O:9])=[CH:6][CH:5]=1.Cl.[N:15]1([C:20](N)=[NH:21])C=CC=N1.CCN(C(C)C)C(C)C. (5) Given the product [CH3:30][C:16]1[C:17]([NH:18][C:27](=[O:29])[C:22]2[CH:23]=[CH:24][CH:25]=[CH:26][N:21]=2)=[C:11]2[N:10]=[C:9]([C:4]3[CH:5]=[CH:6][CH:7]=[CH:8][C:3]=3[C:2]([F:1])([F:19])[F:20])[CH:14]=[CH:13][N:12]2[N:15]=1, predict the reactants needed to synthesize it. The reactants are: [F:1][C:2]([F:20])([F:19])[C:3]1[CH:8]=[CH:7][CH:6]=[CH:5][C:4]=1[C:9]1[CH:14]=[CH:13][N:12]2[N:15]=[CH:16][C:17]([NH2:18])=[C:11]2[N:10]=1.[N:21]1[CH:26]=[CH:25][CH:24]=[CH:23][C:22]=1[C:27]([OH:29])=O.[CH3:30]CN(C(C)C)C(C)C.CN(C(ON1N=NC2C=CC=NC1=2)=[N+](C)C)C.F[P-](F)(F)(F)(F)F.